From a dataset of Catalyst prediction with 721,799 reactions and 888 catalyst types from USPTO. Predict which catalyst facilitates the given reaction. (1) Reactant: [CH2:1]([C:3]([C:8]1[S:12][C:11]([C:13]([OH:15])=[O:14])=[CH:10][CH:9]=1)([CH2:6][OH:7])[CH2:4][CH3:5])[CH3:2].[C:16]([O-])([O-])=O.[K+].[K+].IC.O. Product: [CH3:16][O:14][C:13]([C:11]1[S:12][C:8]([C:3]([CH2:4][CH3:5])([CH2:6][OH:7])[CH2:1][CH3:2])=[CH:9][CH:10]=1)=[O:15]. The catalyst class is: 3. (2) Reactant: [CH3:1][C:2]1[CH:3]=[C:4]2[C:8](=[CH:9][CH:10]=1)[N:7](/[CH:11]=[CH:12]/[C:13]1[CH:18]=[CH:17][CH:16]=[C:15]([C:19]([F:22])([F:21])[F:20])[CH:14]=1)[C:6]1[CH2:23][CH:24]3[NH:29][CH:28]([C:5]2=1)[CH2:27][CH2:26][CH2:25]3. Product: [CH3:1][C:2]1[CH:3]=[C:4]2[C:8](=[CH:9][CH:10]=1)[N:7]([CH2:11][CH2:12][C:13]1[CH:18]=[CH:17][CH:16]=[C:15]([C:19]([F:21])([F:20])[F:22])[CH:14]=1)[C:6]1[CH2:23][C@H:24]3[NH:29][C@@H:28]([C:5]2=1)[CH2:27][CH2:26][CH2:25]3. The catalyst class is: 63. (3) Reactant: [C:1]([O:9][CH2:10][CH3:11])(=[O:8])[CH2:2][C:3]([O:5][CH2:6][CH3:7])=[O:4].[H-].[Na+].[CH3:14][C:15]([CH3:25])([CH2:21][CH2:22][CH2:23]Br)[C:16]([O:18][CH2:19][CH3:20])=[O:17].Cl[C:27]1[CH:32]=[CH:31][C:30]([N+:33]([O-:35])=[O:34])=[CH:29][N:28]=1.[Cl-].[Na+]. Product: [CH3:14][C:15]([C:16]([O:18][CH2:19][CH3:20])=[O:17])([CH3:25])[CH2:21][CH2:22][CH2:23][C:2]([C:27]1[CH:32]=[CH:31][C:30]([N+:33]([O-:35])=[O:34])=[CH:29][N:28]=1)([C:3]([O:5][CH2:6][CH3:7])=[O:4])[C:1]([O:9][CH2:10][CH3:11])=[O:8]. The catalyst class is: 9.